Dataset: Forward reaction prediction with 1.9M reactions from USPTO patents (1976-2016). Task: Predict the product of the given reaction. (1) Given the reactants [CH2:1]([O:8][CH2:9][N:10]1[C:14]2[CH:15]=[N:16][N:17]([CH2:20][O:21][CH2:22][CH2:23][Si:24]([CH3:27])([CH3:26])[CH3:25])[C:18](=[O:19])[C:13]=2[C:12](I)=[CH:11]1)[C:2]1[CH:7]=[CH:6][CH:5]=[CH:4][CH:3]=1.C(N(CC)CC)C.C([SiH](CC)CC)C.CN(C)[CH:45]=[O:46], predict the reaction product. The product is: [CH2:1]([O:8][CH2:9][N:10]1[C:14]2[CH:15]=[N:16][N:17]([CH2:20][O:21][CH2:22][CH2:23][Si:24]([CH3:27])([CH3:26])[CH3:25])[C:18](=[O:19])[C:13]=2[C:12]([CH:45]=[O:46])=[CH:11]1)[C:2]1[CH:7]=[CH:6][CH:5]=[CH:4][CH:3]=1. (2) Given the reactants [F:1][C:2]1[CH:7]=[CH:6][C:5]([NH:8][C:9](=[O:25])[NH:10][O:11][CH:12]2[CH2:17][CH2:16][N:15](C(OC(C)(C)C)=O)[CH2:14][CH2:13]2)=[CH:4][CH:3]=1.[ClH:26], predict the reaction product. The product is: [ClH:26].[F:1][C:2]1[CH:7]=[CH:6][C:5]([NH:8][C:9]([NH:10][O:11][CH:12]2[CH2:17][CH2:16][NH:15][CH2:14][CH2:13]2)=[O:25])=[CH:4][CH:3]=1.